Dataset: Forward reaction prediction with 1.9M reactions from USPTO patents (1976-2016). Task: Predict the product of the given reaction. (1) Given the reactants [O:1]1[CH2:6][CH2:5][N:4]([C:7]2[N:15]=[C:14]([C:16]3[CH:17]=[C:18]([OH:22])[CH:19]=[CH:20][CH:21]=3)[N:13]=[C:12]3[C:8]=2[N:9]=[CH:10][NH:11]3)[CH2:3][CH2:2]1.[C:23](Cl)(=[O:26])[CH:24]=[CH2:25], predict the reaction product. The product is: [OH:22][C:18]1[CH:17]=[C:16]([C:14]2[N:13]=[C:12]3[C:8]([N:9]=[CH:10][N:11]3[C:23](=[O:26])[CH:24]=[CH2:25])=[C:7]([N:4]3[CH2:3][CH2:2][O:1][CH2:6][CH2:5]3)[N:15]=2)[CH:21]=[CH:20][CH:19]=1. (2) The product is: [C:23]([C:27]1[CH:31]=[C:30]([NH:32][C:33]([NH:1][CH2:2][C:3]2[CH:21]=[C:20]([F:22])[CH:19]=[CH:18][C:4]=2[O:5][C:6]2[CH:7]=[C:8]3[C:12](=[CH:13][CH:14]=2)[N:11]([CH2:15][CH2:16][OH:17])[N:10]=[CH:9]3)=[O:34])[N:29]([C:42]2[CH:47]=[CH:46][C:45]([CH3:48])=[CH:44][CH:43]=2)[N:28]=1)([CH3:26])([CH3:25])[CH3:24]. Given the reactants [NH2:1][CH2:2][C:3]1[CH:21]=[C:20]([F:22])[CH:19]=[CH:18][C:4]=1[O:5][C:6]1[CH:7]=[C:8]2[C:12](=[CH:13][CH:14]=1)[N:11]([CH2:15][CH2:16][OH:17])[N:10]=[CH:9]2.[C:23]([C:27]1[CH:31]=[C:30]([NH:32][C:33](=O)[O:34]C2C=CC=CC=2)[N:29]([C:42]2[CH:47]=[CH:46][C:45]([CH3:48])=[CH:44][CH:43]=2)[N:28]=1)([CH3:26])([CH3:25])[CH3:24], predict the reaction product. (3) Given the reactants [NH2:1][C:2]1[C:3]([C:24]([C:26]2[CH:27]=[N:28][CH:29]=[CH:30][CH:31]=2)=O)=[N:4][C:5]([C:8]2[CH:13]=[C:12]([S:14]([N:17]3[CH2:22][CH2:21][O:20][CH2:19][CH2:18]3)(=[O:16])=[O:15])[CH:11]=[CH:10][C:9]=2[CH3:23])=[CH:6][N:7]=1.Cl.[CH3:33][O:34][NH2:35].C(O)C.C(N(CC)CC)C, predict the reaction product. The product is: [CH3:33][O:34][N:35]=[C:24]([C:3]1[C:2]([NH2:1])=[N:7][CH:6]=[C:5]([C:8]2[CH:13]=[C:12]([S:14]([N:17]3[CH2:18][CH2:19][O:20][CH2:21][CH2:22]3)(=[O:16])=[O:15])[CH:11]=[CH:10][C:9]=2[CH3:23])[N:4]=1)[C:26]1[CH:27]=[N:28][CH:29]=[CH:30][CH:31]=1. (4) The product is: [Cl:1][C:2]1[CH:22]=[CH:21][C:20]([Cl:23])=[CH:19][C:3]=1[CH2:4][C:5]1[C:6]([CH3:18])=[N:7][C:8]2[N:9]([N:12]=[CH:13][C:14]=2[C:15]([NH:28][CH2:27][CH2:26][O:25][CH3:24])=[O:17])[C:10]=1[CH3:11]. Given the reactants [Cl:1][C:2]1[CH:22]=[CH:21][C:20]([Cl:23])=[CH:19][C:3]=1[CH2:4][C:5]1[C:6]([CH3:18])=[N:7][C:8]2[N:9]([N:12]=[CH:13][C:14]=2[C:15]([OH:17])=O)[C:10]=1[CH3:11].[CH3:24][O:25][CH2:26][CH2:27][NH2:28], predict the reaction product. (5) The product is: [CH2:29]([O:28][C:17]1[C:18]([CH:25]([CH3:27])[CH3:26])=[CH:19][C:20]([CH:22]([CH3:23])[CH3:24])=[CH:21][C:16]=1[C:10]1[C:9]2[C:13](=[CH:14][CH:15]=[C:7]([C:5]([CH3:6])=[CH:4][C:3]([OH:31])=[O:2])[CH:8]=2)[NH:12][CH:11]=1)[CH3:30]. Given the reactants C[O:2][C:3](=[O:31])[CH:4]=[C:5]([C:7]1[CH:8]=[C:9]2[C:13](=[CH:14][CH:15]=1)[NH:12][CH:11]=[C:10]2[C:16]1[CH:21]=[C:20]([CH:22]([CH3:24])[CH3:23])[CH:19]=[C:18]([CH:25]([CH3:27])[CH3:26])[C:17]=1[O:28][CH2:29][CH3:30])[CH3:6].[OH-].[Na+], predict the reaction product. (6) Given the reactants [Cl:1][C:2]1[CH:7]=[C:6]([O:8][CH3:9])[CH:5]=[CH:4][N:3]=1.C([Li])CCC.CN(C)[CH:17]=[O:18].O, predict the reaction product. The product is: [Cl:1][C:2]1[C:7]([CH:17]=[O:18])=[C:6]([O:8][CH3:9])[CH:5]=[CH:4][N:3]=1.